This data is from Full USPTO retrosynthesis dataset with 1.9M reactions from patents (1976-2016). The task is: Predict the reactants needed to synthesize the given product. (1) Given the product [C:10]1(=[O:11])[C@@H:1]2[CH2:6][CH2:5][CH2:4][CH2:3][C@H:2]2[C:7](=[O:9])[O:12]1, predict the reactants needed to synthesize it. The reactants are: [C@@H:1]1([C:10]([OH:12])=[O:11])[CH2:6][CH2:5][CH2:4][CH2:3][C@H:2]1[C:7]([OH:9])=O. (2) Given the product [CH3:1][O:2][C:3]([C:5]1([NH:12][C:13]([C:15]2[CH:16]=[N:17][C:18]([O:22][CH3:23])=[C:19]([C:30]3[CH:29]=[CH:28][CH:27]=[C:26]([C:24]#[N:25])[CH:31]=3)[CH:20]=2)=[O:14])[CH2:11][CH2:10][CH2:9][CH2:8][CH2:7][CH2:6]1)=[O:4], predict the reactants needed to synthesize it. The reactants are: [CH3:1][O:2][C:3]([C:5]1([NH:12][C:13]([C:15]2[CH:16]=[N:17][C:18]([O:22][CH3:23])=[C:19](Br)[CH:20]=2)=[O:14])[CH2:11][CH2:10][CH2:9][CH2:8][CH2:7][CH2:6]1)=[O:4].[C:24]([C:26]1[CH:27]=[C:28](B(O)O)[CH:29]=[CH:30][CH:31]=1)#[N:25].[F-].[K+].F[B-](F)(F)F.C([PH+](C(C)(C)C)C(C)(C)C)(C)(C)C. (3) Given the product [NH2:1][C:2]1[C:3]2[N:4]([N:12]=[C:13]([C:15]3[O:16][CH:17]=[CH:18][CH:19]=3)[N:14]=2)[CH:5]=[C:6]([SH:8])[N:7]=1, predict the reactants needed to synthesize it. The reactants are: [NH2:1][C:2]1[C:3]2[N:4]([N:12]=[C:13]([C:15]3[O:16][CH:17]=[CH:18][CH:19]=3)[N:14]=2)[CH:5]=[C:6]([S:8]C(=N)N)[N:7]=1.[OH-].[K+].Cl. (4) Given the product [Cl:1][C:2]1[CH:3]=[C:4]([C:13]2[CH:14]=[CH:15][CH:16]=[CH:17][C:12]=2[S:11][CH3:10])[C:5]([NH2:8])=[N:6][CH:7]=1, predict the reactants needed to synthesize it. The reactants are: [Cl:1][C:2]1[CH:3]=[C:4](I)[C:5]([NH2:8])=[N:6][CH:7]=1.[CH3:10][S:11][C:12]1[CH:17]=[CH:16][CH:15]=[CH:14][C:13]=1B(O)O.C(=O)([O-])[O-].[K+].[K+].C1(C)C=CC=CC=1.